From a dataset of Catalyst prediction with 721,799 reactions and 888 catalyst types from USPTO. Predict which catalyst facilitates the given reaction. (1) Reactant: [F:1][C:2]1[CH:7]=[CH:6][C:5]([C:8]([C:16]2[CH:21]=[CH:20][C:19]([F:22])=[CH:18][CH:17]=2)=[CH:9][CH2:10][CH2:11][CH2:12][C:13]([OH:15])=O)=[CH:4][CH:3]=1.C1N=CN(C(N2C=NC=C2)=O)C=1.[N:35]1([C:41]([C:43]2[CH:48]=[C:47]([O:49][CH3:50])[C:46]([O:51][CH3:52])=[C:45]([O:53][CH3:54])[CH:44]=2)=[O:42])[CH2:40][CH2:39][NH:38][CH2:37][CH2:36]1. Product: [F:1][C:2]1[CH:7]=[CH:6][C:5]([C:8]([C:16]2[CH:17]=[CH:18][C:19]([F:22])=[CH:20][CH:21]=2)=[CH:9][CH2:10][CH2:11][CH2:12][C:13]([N:38]2[CH2:39][CH2:40][N:35]([C:41](=[O:42])[C:43]3[CH:48]=[C:47]([O:49][CH3:50])[C:46]([O:51][CH3:52])=[C:45]([O:53][CH3:54])[CH:44]=3)[CH2:36][CH2:37]2)=[O:15])=[CH:4][CH:3]=1. The catalyst class is: 49. (2) Reactant: N1C=CC=CC=1C(O)=O.[NH2:10][C:11]1[C:16]([C:17]2[CH:22]=[CH:21][C:20]([OH:23])=[CH:19][CH:18]=2)=[CH:15][CH:14]=[CH:13][N:12]=1.P([O-])([O-])([O-])=O.[K+].[K+].[K+].I[C:33]1[CH:38]=[CH:37][CH:36]=[C:35]([CH3:39])[CH:34]=1. Product: [CH3:39][C:35]1[CH:34]=[C:33]([CH:38]=[CH:37][CH:36]=1)[O:23][C:20]1[CH:21]=[CH:22][C:17]([C:16]2[C:11]([NH2:10])=[N:12][CH:13]=[CH:14][CH:15]=2)=[CH:18][CH:19]=1. The catalyst class is: 419. (3) Reactant: [O:1]1[C@@H:13]2[C@@:14]34[CH2:16][CH2:17][N:18]([CH3:19])[C@@H:8]([C@:9]3([O:38][CH3:39])[CH2:10][CH2:11][C@@H:12]2[N:20](C(OC(C)(C)C)=O)[C:21]([NH:23]C(OC(C)(C)C)=O)=[NH:22])[CH2:7][C:6]2=[C:15]4[C:2]1=[C:3]([OH:40])[CH:4]=[CH:5]2.[ClH:41]. Product: [ClH:41].[ClH:41].[O:1]1[C@@H:13]2[C@@:14]34[CH2:16][CH2:17][N:18]([CH3:19])[C@@H:8]([C@:9]3([O:38][CH3:39])[CH2:10][CH2:11][C@@H:12]2[NH:20][C:21]([NH2:23])=[NH:22])[CH2:7][C:6]2=[C:15]4[C:2]1=[C:3]([OH:40])[CH:4]=[CH:5]2. The catalyst class is: 316.